This data is from Forward reaction prediction with 1.9M reactions from USPTO patents (1976-2016). The task is: Predict the product of the given reaction. (1) Given the reactants [CH3:1][C:2]([C:4]1[CH:9]=[CH:8][CH:7]=[CH:6][CH:5]=1)=[CH2:3].[C:10](O)([CH3:13])([CH3:12])[CH3:11].S(=O)(=O)(O)O, predict the reaction product. The product is: [CH3:11][C:10]1([CH3:13])[C:9]2[C:4](=[CH:5][CH:6]=[CH:7][CH:8]=2)[C:2]([CH3:3])([CH3:1])[CH2:12]1. (2) Given the reactants [Cl:1][C:2]1[C:11]2[C:6](=[CH:7][C:8]([Cl:12])=[CH:9][CH:10]=2)[N:5]=[CH:4][C:3]=1[C:13](N(OC)C)=[O:14].[CH3:19][Li], predict the reaction product. The product is: [Cl:1][C:2]1[C:11]2[C:6](=[CH:7][C:8]([Cl:12])=[CH:9][CH:10]=2)[N:5]=[CH:4][C:3]=1[C:13](=[O:14])[CH3:19]. (3) Given the reactants Cl[C:2]1[N:10]=[CH:9][CH:8]=[CH:7][C:3]=1[C:4]([OH:6])=[O:5].BrC1C=C(F)C(N)=C(F)C=1.C(O)(=[O:23])C, predict the reaction product. The product is: [OH:23][C:2]1[N:10]=[CH:9][CH:8]=[CH:7][C:3]=1[C:4]([OH:6])=[O:5]. (4) Given the reactants [CH2:1]([O:8][C:9]([N:11]1[CH2:16][CH2:15][CH:14]([C:17]([OH:19])=O)[CH2:13][CH2:12]1)=[O:10])[C:2]1[CH:7]=[CH:6][CH:5]=[CH:4][CH:3]=1.C[N:21]1CCOCC1.C(Cl)(=O)OCC(C)C.N, predict the reaction product. The product is: [CH2:1]([O:8][C:9]([N:11]1[CH2:16][CH2:15][CH:14]([C:17](=[O:19])[NH2:21])[CH2:13][CH2:12]1)=[O:10])[C:2]1[CH:7]=[CH:6][CH:5]=[CH:4][CH:3]=1. (5) Given the reactants O1[C:5]2([CH2:10][CH2:9][CH:8]([N:11]3[C:16](=[O:17])[C:15]([CH2:18][C:19]4[CH:24]=[CH:23][C:22]([C:25]5[CH:30]=[CH:29][CH:28]=[CH:27][C:26]=5[C:31]5[NH:35][C:34](=[O:36])[O:33][N:32]=5)=[CH:21][C:20]=4[F:37])=[C:14]([CH2:38][CH2:39][CH3:40])[N:13]4[N:41]=[C:42]([CH3:44])[N:43]=[C:12]34)[CH2:7][CH2:6]2)[O:4]CC1.Cl.C(=O)([O-])O.[Na+], predict the reaction product. The product is: [F:37][C:20]1[CH:21]=[C:22]([C:25]2[CH:30]=[CH:29][CH:28]=[CH:27][C:26]=2[C:31]2[NH:35][C:34](=[O:36])[O:33][N:32]=2)[CH:23]=[CH:24][C:19]=1[CH2:18][C:15]1[C:16](=[O:17])[N:11]([CH:8]2[CH2:9][CH2:10][C:5](=[O:4])[CH2:6][CH2:7]2)[C:12]2[N:13]([N:41]=[C:42]([CH3:44])[N:43]=2)[C:14]=1[CH2:38][CH2:39][CH3:40]. (6) Given the reactants [NH:1]1[C:5]2=[N:6][C:7]([C:10]([OH:12])=[O:11])=[CH:8][CH:9]=[C:4]2[CH:3]=[CH:2]1.C1C(=O)N([Cl:20])C(=O)C1, predict the reaction product. The product is: [Cl:20][C:3]1[C:4]2[C:5](=[N:6][C:7]([C:10]([OH:12])=[O:11])=[CH:8][CH:9]=2)[NH:1][CH:2]=1. (7) Given the reactants [CH2:1]([O:8][C:9]1[CH:14]=[C:13]([N+:15]([O-:17])=[O:16])[CH:12]=[CH:11][C:10]=1[O-:18])[C:2]1[CH:7]=[CH:6][CH:5]=[CH:4][CH:3]=1.[K+].S(C1C=CC(C)=CC=1)(O[CH2:24][C@@H:25]1[O:27][CH2:26]1)(=O)=O.CN(C=O)C, predict the reaction product. The product is: [CH2:1]([O:8][C:9]1[CH:14]=[C:13]([N+:15]([O-:17])=[O:16])[CH:12]=[CH:11][C:10]=1[O:18][CH2:24][C@H:25]1[CH2:26][O:27]1)[C:2]1[CH:3]=[CH:4][CH:5]=[CH:6][CH:7]=1. (8) Given the reactants [Cl:1][C:2]1[CH:3]=[N:4][C:5]2[N:6]([N:8]=[C:9]([C:11]([OH:13])=O)[CH:10]=2)[CH:7]=1.[CH3:14][N:15]1[C:20]2[CH:21]=[CH:22][NH:23][C:19]=2[CH2:18][CH2:17][NH:16]1, predict the reaction product. The product is: [Cl:1][C:2]1[CH:3]=[N:4][C:5]2[N:6]([N:8]=[C:9]([C:11]([N:16]3[CH2:17][CH2:18][C:19]4[NH:23][CH:22]=[CH:21][C:20]=4[N:15]3[CH3:14])=[O:13])[CH:10]=2)[CH:7]=1. (9) Given the reactants [N+:1]([C:4]1[CH:9]=[CH:8][C:7]([N:10]2[CH2:15][CH2:14][NH:13][CH2:12][CH2:11]2)=[CH:6][CH:5]=1)([O-])=O.[CH2:16](Br)[C:17]1[CH:22]=[CH:21][CH:20]=[CH:19][CH:18]=1.CI, predict the reaction product. The product is: [CH:8]1[C:9]2[C:4](=[N:1][C:22]3[C:17]([C:16]=2[NH:1][C:4]2[CH:9]=[CH:8][C:7]([N:10]4[CH2:15][CH2:14][N:13]([CH2:16][C:17]5[CH:22]=[CH:21][CH:20]=[CH:19][CH:18]=5)[CH2:12][CH2:11]4)=[CH:6][CH:5]=2)=[CH:18][CH:19]=[CH:20][CH:21]=3)[CH:5]=[CH:6][CH:7]=1.